From a dataset of Forward reaction prediction with 1.9M reactions from USPTO patents (1976-2016). Predict the product of the given reaction. (1) Given the reactants [Cl:1][C:2]1[C:10]2[NH:9][C:8]3[CH2:11][CH2:12][N:13]([CH3:15])[CH2:14][C:7]=3[C:6]=2[CH:5]=[CH:4][CH:3]=1.[H-].[Na+].[CH3:18][C:19]1([C:22]2[CH:27]=[CH:26][N:25]=[CH:24][CH:23]=2)[CH2:21][O:20]1, predict the reaction product. The product is: [Cl:1][C:2]1[C:10]2[N:9]([CH2:18][C:19]([C:22]3[CH:27]=[CH:26][N:25]=[CH:24][CH:23]=3)([OH:20])[CH3:21])[C:8]3[CH2:11][CH2:12][N:13]([CH3:15])[CH2:14][C:7]=3[C:6]=2[CH:5]=[CH:4][CH:3]=1. (2) Given the reactants C1(P(C2C=CC=CC=2)C2C=CC=CC=2)C=CC=CC=1.C(=O)([O-])[O-].[Na+].[Na+].O.[O:27]1[CH:31]=[CH:30][C:29](B(O)O)=[CH:28]1.Br[C:36]1[CH:37]=[C:38]([CH2:42][OH:43])[CH:39]=[N:40][CH:41]=1.C(O)CC, predict the reaction product. The product is: [O:27]1[CH:31]=[CH:30][C:29]([C:36]2[CH:37]=[C:38]([CH2:42][OH:43])[CH:39]=[N:40][CH:41]=2)=[CH:28]1. (3) The product is: [Br:1][C:2]1[CH:9]=[CH:8][C:5]([N:6]([CH3:7])[C:19](=[O:26])[C:20]2[CH:25]=[CH:24][CH:23]=[CH:22][CH:21]=2)=[C:4]([NH2:10])[CH:3]=1. Given the reactants [Br:1][C:2]1[CH:9]=[CH:8][C:5]([NH:6][CH3:7])=[C:4]([N+:10]([O-])=O)[CH:3]=1.N1C=CC=CC=1.[C:19](Cl)(=[O:26])[C:20]1[CH:25]=[CH:24][CH:23]=[CH:22][CH:21]=1, predict the reaction product.